Dataset: Forward reaction prediction with 1.9M reactions from USPTO patents (1976-2016). Task: Predict the product of the given reaction. (1) Given the reactants [Br:1][C:2]1[N:7]2[C:8]([CH3:11])=[CH:9][N:10]=[C:6]2[C:5](Br)=[N:4][CH:3]=1.[O:13]1[CH2:18][CH2:17][N:16]([C:19]2[CH:25]=[CH:24][C:22]([NH2:23])=[CH:21][CH:20]=2)[CH2:15][CH2:14]1.CCN(C(C)C)C(C)C, predict the reaction product. The product is: [Br:1][C:2]1[N:7]2[C:8]([CH3:11])=[CH:9][N:10]=[C:6]2[C:5]([NH:23][C:22]2[CH:21]=[CH:20][C:19]([N:16]3[CH2:17][CH2:18][O:13][CH2:14][CH2:15]3)=[CH:25][CH:24]=2)=[N:4][CH:3]=1. (2) The product is: [BrH:13].[F:2][C:3]1[C:10]([OH:11])=[CH:9][CH:8]=[CH:7][C:4]=1[CH2:5][NH2:6]. Given the reactants Cl.[F:2][C:3]1[C:10]([O:11]C)=[CH:9][CH:8]=[CH:7][C:4]=1[CH2:5][NH2:6].[BrH:13], predict the reaction product.